From a dataset of Forward reaction prediction with 1.9M reactions from USPTO patents (1976-2016). Predict the product of the given reaction. Given the reactants [OH:1][C:2]1([C:22]([F:25])([F:24])[F:23])[N:6]([C:7]2[CH:15]=[CH:14][C:10]([C:11]([OH:13])=[O:12])=[CH:9][N:8]=2)[N:5]=[C:4]([C:16]2[CH:17]=[N:18][CH:19]=[CH:20][CH:21]=2)[CH2:3]1.C1(N(CCC)[C:33]2[CH:38]=[CH:37][CH:36]=[CH:35][CH:34]=2)C=CC=CC=1.CN(C)[CH2:44][CH2:45][CH2:46][N:47]=C=NCC.O.ON1[C:59]2[CH:60]=[CH:61][CH:62]=[CH:63][C:58]=2N=N1.C(N(C(C)C)CC)(C)C.C(=O)(O)[O-].[Na+], predict the reaction product. The product is: [OH:1][C:2]1([C:22]([F:25])([F:24])[F:23])[N:6]([C:7]2[CH:15]=[CH:14][C:10]([C:11]([OH:13])=[O:12])=[CH:9][N:8]=2)[N:5]=[C:4]([C:16]2[CH:17]=[N:18][CH:19]=[CH:20][CH:21]=2)[CH2:3]1.[C:58]1([CH:44]([C:33]2[CH:34]=[CH:35][CH:36]=[CH:37][CH:38]=2)[CH2:45][CH2:46][NH:47][C:11](=[O:13])[C:10]2[CH:14]=[CH:15][C:7]([N:6]3[C:2]([OH:1])([C:22]([F:24])([F:23])[F:25])[CH2:3][C:4]([C:16]4[CH:17]=[N:18][CH:19]=[CH:20][CH:21]=4)=[N:5]3)=[N:8][CH:9]=2)[CH:63]=[CH:62][CH:61]=[CH:60][CH:59]=1.